The task is: Predict the reaction yield, written as a fraction of the theoretical maximum amount of product (1.0 means a 100% yield; for example, 0.34 means a 34% yield).. This data is from Reaction yield outcomes from USPTO patents with 853,638 reactions. (1) The reactants are [OH:1][C:2]1[CH:7]=[CH:6][C:5]([CH2:8][C:9]([O:11][CH2:12][CH3:13])=[O:10])=[CH:4][CH:3]=1.C([O-])([O-])=O.[K+].[K+].Cl[CH2:21][C:22]1[CH:31]=[CH:30][C:29]2[C:24](=[CH:25][CH:26]=[CH:27][CH:28]=2)[N:23]=1. The catalyst is C(#N)C. The product is [N:23]1[C:24]2[C:29](=[CH:28][CH:27]=[CH:26][CH:25]=2)[CH:30]=[CH:31][C:22]=1[CH2:21][O:1][C:2]1[CH:3]=[CH:4][C:5]([CH2:8][C:9]([O:11][CH2:12][CH3:13])=[O:10])=[CH:6][CH:7]=1. The yield is 0.930. (2) The catalyst is ClCCl.B(Br)(Br)Br. The product is [NH2:1][C:2]1[N:7]=[CH:6][N:5]=[C:4]2[N:8]([CH:20]([C:22]3[O:23][C:24]4[C:29]([C:30](=[O:39])[C:31]=3[C:32]3[CH:37]=[CH:36][CH:35]=[C:34]([F:38])[CH:33]=3)=[CH:28][CH:27]=[CH:26][CH:25]=4)[CH3:21])[N:9]=[C:10]([C:11]3[CH:16]=[C:15]([OH:17])[CH:14]=[CH:13][C:12]=3[Cl:19])[C:3]=12. The reactants are [NH2:1][C:2]1[N:7]=[CH:6][N:5]=[C:4]2[N:8]([CH:20]([C:22]3[O:23][C:24]4[C:29]([C:30](=[O:39])[C:31]=3[C:32]3[CH:37]=[CH:36][CH:35]=[C:34]([F:38])[CH:33]=3)=[CH:28][CH:27]=[CH:26][CH:25]=4)[CH3:21])[N:9]=[C:10]([C:11]3[CH:16]=[C:15]([O:17]C)[CH:14]=[CH:13][C:12]=3[Cl:19])[C:3]=12. The yield is 0.620. (3) The reactants are BrC1C=CC(O)=[C:6]([C:8]2[CH:17]=[CH:16][C:15]3[C:10](=[CH:11][CH:12]=[C:13]([C:18]4[N:22]([CH:23]5[CH2:28][CH2:27][CH2:26][CH2:25][CH2:24]5)[C:21]5[CH:29]=[CH:30][C:31]([C:33]([OH:35])=[O:34])=[CH:32][C:20]=5[N:19]=4)[CH:14]=3)[N:9]=2)[CH:7]=1.C(OC(C1C=CC2N(C3CCCCC3)C(C3C=CC(N)=C(C=O)C=3)=NC=2C=1)=O)C.[N:66]1(CCC(=O)C)[CH:70]=[CH:69][CH:68]=[N:67]1.[OH-].[K+]. The catalyst is C(O)C. The product is [CH:23]1([N:22]2[C:21]3[CH:29]=[CH:30][C:31]([C:33]([OH:35])=[O:34])=[CH:32][C:20]=3[N:19]=[C:18]2[C:13]2[CH:12]=[C:11]3[C:10](=[CH:15][CH:14]=2)[N:9]=[C:8]([CH2:17][CH2:16][N:66]2[CH:70]=[CH:69][CH:68]=[N:67]2)[CH:6]=[CH:7]3)[CH2:24][CH2:25][CH2:26][CH2:27][CH2:28]1. The yield is 0.500. (4) The reactants are [Si:1]([O:8][CH2:9][C:10]1[CH:19]=[CH:18][C:13]([C:14]([NH:16][NH2:17])=[O:15])=[CH:12][CH:11]=1)([C:4]([CH3:7])([CH3:6])[CH3:5])([CH3:3])[CH3:2].Cl.[CH:21]1([C:24](=N)OCC)[CH2:23][CH2:22]1. No catalyst specified. The product is [Si:1]([O:8][CH2:9][C:10]1[CH:11]=[CH:12][C:13]([C:14]2[O:15][C:24]([CH:21]3[CH2:23][CH2:22]3)=[N:17][N:16]=2)=[CH:18][CH:19]=1)([C:4]([CH3:7])([CH3:6])[CH3:5])([CH3:3])[CH3:2]. The yield is 0.400. (5) No catalyst specified. The product is [N:22]1([C:29]([C:15]2[CH:14]=[C:13]([CH:21]=[CH:20][CH:19]=2)[CH2:12][C:5]2[C:6]3[C:11](=[CH:10][CH:9]=[CH:8][CH:7]=3)[C:2](=[O:1])[NH:3][N:4]=2)=[O:30])[CH2:28][CH2:27][CH2:26][NH:25][CH2:24][CH2:23]1. The yield is 0.970. The reactants are [O:1]=[C:2]1[C:11]2[C:6](=[CH:7][CH:8]=[CH:9][CH:10]=2)[C:5]([CH2:12][C:13]2[CH:14]=[C:15]([CH:19]=[CH:20][CH:21]=2)C(O)=O)=[N:4][NH:3]1.[N:22]1([C:29](OC(C)(C)C)=[O:30])[CH2:28][CH2:27][CH2:26][NH:25][CH2:24][CH2:23]1. (6) The reactants are [Si:1]([O:8][CH:9]([CH:28]1[CH2:37][CH2:36][C:35]2[C:30](=[CH:31][CH:32]=[C:33]([O:38][C:39]3[CH:44]=[CH:43][CH:42]=[CH:41][CH:40]=3)[CH:34]=2)[CH2:29]1)[C:10]1[O:11][C:12]([Sn](CCCC)(CCCC)CCCC)=[CH:13][N:14]=1)([C:4]([CH3:7])([CH3:6])[CH3:5])([CH3:3])[CH3:2].Br[C:46]1[N:51]=[C:50]([C:52]([O:54][CH3:55])=[O:53])[CH:49]=[CH:48][CH:47]=1. No catalyst specified. The product is [Si:1]([O:8][CH:9]([CH:28]1[CH2:37][CH2:36][C:35]2[C:30](=[CH:31][CH:32]=[C:33]([O:38][C:39]3[CH:40]=[CH:41][CH:42]=[CH:43][CH:44]=3)[CH:34]=2)[CH2:29]1)[C:10]1[O:11][C:12]([C:46]2[N:51]=[C:50]([C:52]([O:54][CH3:55])=[O:53])[CH:49]=[CH:48][CH:47]=2)=[CH:13][N:14]=1)([C:4]([CH3:5])([CH3:7])[CH3:6])([CH3:3])[CH3:2]. The yield is 0.730.